From a dataset of Peptide-MHC class I binding affinity with 185,985 pairs from IEDB/IMGT. Regression. Given a peptide amino acid sequence and an MHC pseudo amino acid sequence, predict their binding affinity value. This is MHC class I binding data. The peptide sequence is GALSRRYPH. The MHC is HLA-A02:16 with pseudo-sequence HLA-A02:16. The binding affinity (normalized) is 0.0847.